This data is from Forward reaction prediction with 1.9M reactions from USPTO patents (1976-2016). The task is: Predict the product of the given reaction. (1) Given the reactants [CH:1]([C:4]1[CH:9]=[CH:8][CH:7]=[CH:6][CH:5]=1)([CH3:3])[CH3:2].C(ON1[C:18](=[O:19])[C:17]2=[CH:20][CH:21]=[CH:22][CH:23]=[C:16]2C1=O)(=[O:12])C.C(O)(=[O:27])C, predict the reaction product. The product is: [C:18]([OH:27])(=[O:19])[C:17]1[CH:20]=[CH:21][CH:22]=[CH:23][CH:16]=1.[C:1]([C:4]1[CH:9]=[CH:8][CH:7]=[CH:6][CH:5]=1)(=[O:12])[CH3:2].[C:4]1([C:1]([OH:12])([CH3:3])[CH3:2])[CH:9]=[CH:8][CH:7]=[CH:6][CH:5]=1. (2) Given the reactants [Br:1][C:2]1[CH:3]=[C:4]([CH2:15][OH:16])[CH:5]=[C:6]([O:8][CH2:9][C@H:10]2[CH2:14][CH2:13][CH2:12][O:11]2)[CH:7]=1.CC(OC(/N=N/C(OC(C)C)=O)=O)C.O[C:32]1[CH:37]=[CH:36][CH:35]=[CH:34][C:33]=1[CH2:38][C:39]([O:41][CH3:42])=[O:40].C1(P(C2C=CC=CC=2)C2C=CC=CC=2)C=CC=CC=1, predict the reaction product. The product is: [Br:1][C:2]1[CH:3]=[C:4]([CH:5]=[C:6]([O:8][CH2:9][C@H:10]2[CH2:14][CH2:13][CH2:12][O:11]2)[CH:7]=1)[CH2:15][O:16][C:32]1[CH:37]=[CH:36][CH:35]=[CH:34][C:33]=1[CH2:38][C:39]([O:41][CH3:42])=[O:40]. (3) Given the reactants [H][H].[Br:3][C:4]1[C:13]([N+:14]([O-])=O)=[CH:12][CH:11]=[CH:10][C:5]=1[C:6]([O:8][CH3:9])=[O:7], predict the reaction product. The product is: [Br:3][C:4]1[C:13]([NH2:14])=[CH:12][CH:11]=[CH:10][C:5]=1[C:6]([O:8][CH3:9])=[O:7]. (4) Given the reactants [NH:1]1[CH:5]=[C:4]([C:6]2[C:7]([C:15]3[CH:20]=[CH:19][CH:18]=[CH:17][CH:16]=3)=[N:8][O:9][C:10]=2[C:11]([F:14])([F:13])[F:12])[N:3]=[CH:2]1.[CH3:21][C:22]([C:24]1[CH:29]=[CH:28][C:27](F)=[CH:26][CH:25]=1)=[O:23].C(=O)([O-])[O-].[K+].[K+].Cl, predict the reaction product. The product is: [C:15]1([C:7]2[C:6]([C:4]3[N:3]=[CH:2][N:1]([C:27]4[CH:28]=[CH:29][C:24]([C:22](=[O:23])[CH3:21])=[CH:25][CH:26]=4)[CH:5]=3)=[C:10]([C:11]([F:14])([F:12])[F:13])[O:9][N:8]=2)[CH:16]=[CH:17][CH:18]=[CH:19][CH:20]=1. (5) Given the reactants [CH3:1][C:2]1[CH:3]=[CH:4][CH:5]=[C:6]2[C:10]=1[NH:9][CH:8]=[CH:7]2.[CH3:11]C1C2C(=CC=CC=2)NC=1, predict the reaction product. The product is: [CH3:11][N:9]1[C:10]2[C:6](=[CH:5][CH:4]=[CH:3][C:2]=2[CH3:1])[CH:7]=[CH:8]1.